This data is from Catalyst prediction with 721,799 reactions and 888 catalyst types from USPTO. The task is: Predict which catalyst facilitates the given reaction. (1) Reactant: [C:1](=[O:4])([O-])[O-].[Cs+].[Cs+].[NH:7]1[C:11]2[CH:12]=[CH:13][CH:14]=[CH:15][C:10]=2[N:9]=[C:8]1[C:16]([C:18]1[CH:23]=[CH:22][C:21]([OH:24])=[CH:20][CH:19]=1)=[O:17].F[C:26]1[C:31]([CH:32]2[CH2:38][CH2:37]N[C:35](=O)[CH2:34][CH2:33]2)=[CH:30][CH:29]=[CH:28][N:27]=1. Product: [NH:7]1[C:11]2[CH:12]=[CH:13][CH:14]=[CH:15][C:10]=2[N:9]=[C:8]1[C:16]([C:18]1[CH:23]=[CH:22][C:21]([O:24][C:26]2[C:31]([CH:32]3[CH2:33][CH2:34][CH2:35][C:1](=[O:4])[CH2:37][CH2:38]3)=[CH:30][CH:29]=[CH:28][N:27]=2)=[CH:20][CH:19]=1)=[O:17]. The catalyst class is: 37. (2) Reactant: Cl[C:2]1[CH:22]=[CH:21][C:5]([C:6]([NH:8][C:9]2[CH:14]=[CH:13][C:12]([CH:15]3[CH2:20][CH2:19][CH2:18][CH2:17][CH2:16]3)=[CH:11][CH:10]=2)=[O:7])=[CH:4][N:3]=1.O.[NH2:24][NH2:25]. Product: [CH:15]1([C:12]2[CH:13]=[CH:14][C:9]([NH:8][C:6](=[O:7])[C:5]3[CH:21]=[CH:22][C:2]([NH:24][NH2:25])=[N:3][CH:4]=3)=[CH:10][CH:11]=2)[CH2:20][CH2:19][CH2:18][CH2:17][CH2:16]1. The catalyst class is: 8. (3) Reactant: P(Cl)(Cl)([Cl:3])=O.[CH2:6]([O:8][C:9]1[CH:18]=[C:17]2[C:12]([C:13](=O)[NH:14][CH:15]=[N:16]2)=[C:11]([O:20][CH2:21][C@H:22]2[CH2:27][CH2:26][CH2:25][CH2:24][N:23]2[C:28]([O:30][C:31]([CH3:34])([CH3:33])[CH3:32])=[O:29])[CH:10]=1)[CH3:7].C(N(CC)C(C)C)(C)C. Product: [Cl:3][C:13]1[C:12]2[C:17](=[CH:18][C:9]([O:8][CH2:6][CH3:7])=[CH:10][C:11]=2[O:20][CH2:21][C@H:22]2[CH2:27][CH2:26][CH2:25][CH2:24][N:23]2[C:28]([O:30][C:31]([CH3:34])([CH3:33])[CH3:32])=[O:29])[N:16]=[CH:15][N:14]=1. The catalyst class is: 26. (4) Reactant: [CH3:1][C:2]1([CH3:10])[O:6][C@@H:5]([CH2:7][CH2:8][OH:9])[CH2:4][O:3]1.CCN(C(C)C)C(C)C.Cl[CH2:21][O:22][CH3:23].[NH4+].[Cl-]. Product: [CH3:21][O:22][CH2:23][O:9][CH2:8][CH2:7][C@H:5]1[CH2:4][O:3][C:2]([CH3:10])([CH3:1])[O:6]1. The catalyst class is: 158. (5) Reactant: [C:1]([O:5][C:6]([N:8]1[CH2:13][CH2:12][CH:11]([O:14][C:15]2[CH:20]=[CH:19][CH:18]=[C:17]([N+:21]([O-])=O)[CH:16]=2)[CH2:10][CH2:9]1)=[O:7])([CH3:4])([CH3:3])[CH3:2]. Product: [C:1]([O:5][C:6]([N:8]1[CH2:13][CH2:12][CH:11]([O:14][C:15]2[CH:20]=[CH:19][CH:18]=[C:17]([NH2:21])[CH:16]=2)[CH2:10][CH2:9]1)=[O:7])([CH3:4])([CH3:2])[CH3:3]. The catalyst class is: 29. (6) Product: [Cl:13][C:14]1[CH:19]=[C:18]([O:12][CH2:11][C@H:2]2[CH2:3][O:4][C:5]3([CH2:10][CH2:9][CH2:8][CH2:7][CH2:6]3)[O:1]2)[N:17]=[C:16]([S:21][CH2:22][C:23]2[CH:28]=[CH:27][CH:26]=[C:25]([F:29])[C:24]=2[F:30])[N:15]=1. The catalyst class is: 1. Reactant: [O:1]1[C:5]2([CH2:10][CH2:9][CH2:8][CH2:7][CH2:6]2)[O:4][CH2:3][C@@H:2]1[CH2:11][OH:12].[Cl:13][C:14]1[CH:19]=[C:18](Cl)[N:17]=[C:16]([S:21][CH2:22][C:23]2[CH:28]=[CH:27][CH:26]=[C:25]([F:29])[C:24]=2[F:30])[N:15]=1.[H-].[Na+].